From a dataset of Forward reaction prediction with 1.9M reactions from USPTO patents (1976-2016). Predict the product of the given reaction. (1) Given the reactants [CH3:1][CH:2]1[NH:7][CH2:6][CH2:5][N:4]([C:8]2[CH:15]=[CH:14][C:11]([C:12]#[N:13])=[CH:10][N:9]=2)[CH2:3]1.[C:16]([CH2:18][CH2:19][CH2:20][C:21](O)=[O:22])#[N:17], predict the reaction product. The product is: [C:16]([CH2:18][CH2:19][CH2:20][C:21]([N:7]1[CH2:6][CH2:5][N:4]([C:8]2[CH:15]=[CH:14][C:11]([C:12]#[N:13])=[CH:10][N:9]=2)[CH2:3][CH:2]1[CH3:1])=[O:22])#[N:17]. (2) Given the reactants FC(F)(F)C(O)=O.[CH3:8][C@@H:9]([O:13][C:14]1[NH:15][C:16]([NH2:25])=[C:17]2[C:21]([N:22]=1)=[N:20][C:19]([O:23][CH3:24])=[N:18]2)[CH2:10][CH2:11][CH3:12].Br[CH2:27][CH2:28][CH2:29][CH2:30][CH:31]1[CH2:36][CH2:35][O:34][C:33]([CH3:38])([CH3:37])[CH2:32]1, predict the reaction product. The product is: [CH3:37][C:33]1([CH3:38])[CH2:32][CH:31]([CH2:30][CH2:29][CH2:28][CH2:27][N:20]2[C:19]([O:23][CH3:24])=[N:18][C:17]3[C:21]2=[N:22][C:14]([O:13][C@H:9]([CH3:8])[CH2:10][CH2:11][CH3:12])=[N:15][C:16]=3[NH2:25])[CH2:36][CH2:35][O:34]1. (3) Given the reactants [Cl:1][C:2]1[CH:3]=[N:4][CH:5]=[C:6]([Cl:24])[C:7]=1[S:8][C:9]1[S:13][C:12]([C:14]([NH:16][CH2:17][C:18](O)=[O:19])=[O:15])=[CH:11][C:10]=1[N+:21]([O-:23])=[O:22].[F:25][CH:26]1[CH2:31][CH2:30][NH:29][CH2:28][CH2:27]1, predict the reaction product. The product is: [Cl:1][C:2]1[CH:3]=[N:4][CH:5]=[C:6]([Cl:24])[C:7]=1[S:8][C:9]1[S:13][C:12]([C:14]([NH:16][CH2:17][C:18]([N:29]2[CH2:30][CH2:31][CH:26]([F:25])[CH2:27][CH2:28]2)=[O:19])=[O:15])=[CH:11][C:10]=1[N+:21]([O-:23])=[O:22]. (4) Given the reactants [NH2:1][C:2]([NH:4][C:5]1[CH:9]=[C:8](Cl)[S:7][C:6]=1[S:11]([NH:14][C@H:15]1[CH2:20][CH2:19][CH2:18][N:17]([C:21]([O:23][C:24]([CH3:27])([CH3:26])[CH3:25])=[O:22])[CH2:16]1)(=[O:13])=[O:12])=[O:3].[C:28]1(B(O)O)[CH:33]=[CH:32][CH:31]=[CH:30][CH:29]=1.C(=O)([O-])[O-].[Cs+].[Cs+], predict the reaction product. The product is: [NH2:1][C:2]([NH:4][C:5]1[CH:9]=[C:8]([C:28]2[CH:33]=[CH:32][CH:31]=[CH:30][CH:29]=2)[S:7][C:6]=1[S:11]([NH:14][C@H:15]1[CH2:20][CH2:19][CH2:18][N:17]([C:21]([O:23][C:24]([CH3:27])([CH3:26])[CH3:25])=[O:22])[CH2:16]1)(=[O:13])=[O:12])=[O:3]. (5) Given the reactants Cl.Cl.OC1CCN(CCN2CCC(N[C:19]([C:21]3[NH:22][C:23]4[C:28]([CH:29]=3)=[C:27]([O:30][CH2:31][CH2:32][C:33]([CH3:36])(C)C)[CH:26]=[CH:25][CH:24]=4)=[O:20])CC2)CC1.[C:37]([O:41][C:42]([N:44]1[CH2:49][CH2:48][CH:47]([NH2:50])[CH2:46][CH2:45]1)=[O:43])([CH3:40])([CH3:39])[CH3:38].[CH:51]1C=CC2N(O)N=NC=2C=1.C(N(CC)CC)C.C(Cl)CCl, predict the reaction product. The product is: [C:37]([O:41][C:42]([N:44]1[CH2:49][CH2:48][CH:47]([NH:50][C:19]([C:21]2[NH:22][C:23]3[C:28]([CH:29]=2)=[C:27]([O:30][CH2:31][CH:32]2[CH2:33][CH2:36][CH2:51]2)[CH:26]=[CH:25][CH:24]=3)=[O:20])[CH2:46][CH2:45]1)=[O:43])([CH3:40])([CH3:38])[CH3:39]. (6) Given the reactants [F:1][C:2]([F:28])([F:27])[C:3]1[CH:8]=[CH:7][C:6]([C:9]2[C:10]3[CH2:17][CH2:16][CH:15]([O:18][CH2:19][C:20]([O:22][C:23](C)(C)C)=[O:21])[C:11]=3[CH:12]=[N:13][CH:14]=2)=[CH:5][CH:4]=1.Cl.O1CCOCC1, predict the reaction product. The product is: [F:27][C:2]([F:1])([F:28])[C:3]1[CH:4]=[CH:5][C:6]([C:9]2[C:10]3[CH2:17][CH2:16][CH:15]([O:18][CH2:19][C:20]([O:22][CH3:23])=[O:21])[C:11]=3[CH:12]=[N:13][CH:14]=2)=[CH:7][CH:8]=1.